This data is from Reaction yield outcomes from USPTO patents with 853,638 reactions. The task is: Predict the reaction yield, written as a fraction of the theoretical maximum amount of product (1.0 means a 100% yield; for example, 0.34 means a 34% yield). (1) The reactants are [CH2:1]([O:8][C:9]1[CH:14]=[CH:13][NH:12][C:11](=[O:15])[CH:10]=1)[C:2]1[CH:7]=[CH:6][CH:5]=[CH:4][CH:3]=1.[CH3:16]I. The catalyst is C(Cl)(Cl)Cl.C(=O)([O-])[O-].[Ag+2]. The product is [CH2:1]([O:8][C:9]1[CH:14]=[CH:13][N:12]=[C:11]([O:15][CH3:16])[CH:10]=1)[C:2]1[CH:3]=[CH:4][CH:5]=[CH:6][CH:7]=1. The yield is 0.440. (2) The reactants are [CH:1]12[O:6][CH:5]1[CH2:4][N:3]([C:7]([O:9][C:10]([CH3:13])([CH3:12])[CH3:11])=[O:8])[CH2:2]2.[NH3:14]. The yield is 0.960. No catalyst specified. The product is [NH2:14][CH:1]1[CH:5]([OH:6])[CH2:4][N:3]([C:7]([O:9][C:10]([CH3:13])([CH3:12])[CH3:11])=[O:8])[CH2:2]1. (3) The reactants are [N:1]([CH2:4][CH:5]1[O:10][C:9]2[C:11](Br)=[CH:12][CH:13]=[CH:14][C:8]=2[N:7]([CH3:16])[CH2:6]1)=[N+:2]=[N-:3].[Cl:17][C:18]1[CH:23]=[CH:22][C:21](B(O)O)=[C:20]([CH3:27])[CH:19]=1. No catalyst specified. The product is [N:1]([CH2:4][CH:5]1[O:10][C:9]2[C:11]([C:21]3[CH:22]=[CH:23][C:18]([Cl:17])=[CH:19][C:20]=3[CH3:27])=[CH:12][CH:13]=[CH:14][C:8]=2[N:7]([CH3:16])[CH2:6]1)=[N+:2]=[N-:3]. The yield is 0.850. (4) The reactants are [Cl:1][C:2]1[CH:3]=[CH:4][C:5]([C:8]2[CH:9]=[C:10]([F:15])[C:11](F)=[N:12][CH:13]=2)=[N:6][CH:7]=1.[NH2:16][NH2:17]. The catalyst is CC(O)C.O. The product is [Cl:1][C:2]1[CH:3]=[CH:4][C:5]([C:8]2[CH:9]=[C:10]([F:15])[C:11]([NH:16][NH2:17])=[N:12][CH:13]=2)=[N:6][CH:7]=1. The yield is 0.830. (5) The reactants are C([O:5][C:6](=[O:41])[CH2:7][O:8][CH:9]1[CH:16]2[CH2:17][C:12]3([C:18]4[N:26](C5CCCCO5)[C:25]5[C:24](=[O:33])[N:23]([CH2:34][CH2:35][CH3:36])[C:22](=[O:37])[N:21]([CH2:38][CH2:39][CH3:40])[C:20]=5[N:19]=4)[CH2:13][CH:14]([O:15]2)[CH:10]1[O:11]3)(C)(C)C.C(O)(C(F)(F)F)=O. The catalyst is C(Cl)Cl. The product is [O:37]=[C:22]1[N:21]([CH2:38][CH2:39][CH3:40])[C:20]2[N:19]=[C:18]([C:12]34[CH2:17][CH:16]5[O:15][CH:14]([CH2:13]3)[CH:10]([CH:9]5[O:8][CH2:7][C:6]([OH:41])=[O:5])[O:11]4)[NH:26][C:25]=2[C:24](=[O:33])[N:23]1[CH2:34][CH2:35][CH3:36]. The yield is 0.0800. (6) The reactants are [Cl:1][C:2]1[CH:3]=[CH:4][C:5]([CH3:27])=[C:6]([N:8]([CH2:13][C:14]([N:16]([N:18]2[CH2:26][C:25]3[C:20](=[CH:21][CH:22]=[CH:23][CH:24]=3)[CH2:19]2)[CH3:17])=[O:15])[CH2:9][C:10]([OH:12])=O)[CH:7]=1.[NH2:28][CH2:29][CH2:30][NH:31]C(=O)OC(C)(C)C. No catalyst specified. The product is [ClH:1].[ClH:1].[Cl:1][C:2]1[CH:3]=[CH:4][C:5]([CH3:27])=[C:6]([N:8]([CH2:13][C:14]([N:16]([N:18]2[CH2:26][C:25]3[C:20](=[CH:21][CH:22]=[CH:23][CH:24]=3)[CH2:19]2)[CH3:17])=[O:15])[CH2:9][C:10]([NH:28][CH2:29][CH2:30][NH2:31])=[O:12])[CH:7]=1. The yield is 0.720. (7) The reactants are Br[C:2]1[CH:3]=[C:4]([C:9]2[N:14]=[C:13]([C:15]3[CH:20]=[CH:19][CH:18]=[CH:17][CH:16]=3)[N:12]=[C:11]([C:21]3[CH:26]=[CH:25][CH:24]=[CH:23][CH:22]=3)[N:10]=2)[CH:5]=[C:6]([Cl:8])[CH:7]=1.[C:27]1(B(O)O)[CH:32]=[CH:31][CH:30]=[CH:29][CH:28]=1.[OH-].[Na+]. The catalyst is [Pd].C1(P(C2C=CC=CC=2)C2C=CC=CC=2)C=CC=CC=1.C1(P(C2C=CC=CC=2)C2C=CC=CC=2)C=CC=CC=1.C1(P(C2C=CC=CC=2)C2C=CC=CC=2)C=CC=CC=1.C1(P(C2C=CC=CC=2)C2C=CC=CC=2)C=CC=CC=1.O1CCCC1. The yield is 0.900. The product is [Cl:8][C:6]1[CH:5]=[C:4]([C:9]2[N:14]=[C:13]([C:15]3[CH:20]=[CH:19][CH:18]=[CH:17][CH:16]=3)[N:12]=[C:11]([C:21]3[CH:26]=[CH:25][CH:24]=[CH:23][CH:22]=3)[N:10]=2)[CH:3]=[C:2]([C:27]2[CH:32]=[CH:31][CH:30]=[CH:29][CH:28]=2)[CH:7]=1. (8) The catalyst is CN(C=O)C. The product is [Cl:24][C:25]1[CH:26]=[C:27]([CH:30]=[CH:31][CH:32]=1)[CH2:28][O:1][C:2]1[CH:11]=[C:10]2[C:5]([CH:6]=[C:7]([C:13]([O:15][CH2:16][CH3:17])=[O:14])[C:8]([CH3:12])=[N:9]2)=[CH:4][CH:3]=1. The yield is 0.590. The reactants are [OH:1][C:2]1[CH:11]=[C:10]2[C:5]([CH:6]=[C:7]([C:13]([O:15][CH2:16][CH3:17])=[O:14])[C:8]([CH3:12])=[N:9]2)=[CH:4][CH:3]=1.C([O-])([O-])=O.[Cs+].[Cs+].[Cl:24][C:25]1[CH:26]=[C:27]([CH:30]=[CH:31][CH:32]=1)[CH2:28]Cl.